From a dataset of Reaction yield outcomes from USPTO patents with 853,638 reactions. Predict the reaction yield, written as a fraction of the theoretical maximum amount of product (1.0 means a 100% yield; for example, 0.34 means a 34% yield). (1) The reactants are [CH2:1]([N:3]([CH2:14][CH3:15])[C:4](=[O:13])[C:5]1[CH:10]=[CH:9][C:8]([I:11])=[C:7]([OH:12])[CH:6]=1)[CH3:2].C(=O)([O-])[O-].[K+].[K+].Br[CH2:23][CH:24]1[CH2:26][CH2:25]1. The catalyst is CN(C=O)C.C(#N)C.O. The product is [CH:24]1([CH2:23][O:12][C:7]2[CH:6]=[C:5]([CH:10]=[CH:9][C:8]=2[I:11])[C:4]([N:3]([CH2:1][CH3:2])[CH2:14][CH3:15])=[O:13])[CH2:26][CH2:25]1. The yield is 0.630. (2) The reactants are [C:1](N1C=CN=C1)(N1C=CN=C1)=[S:2].[Br:13][C:14]1[CH:15]=[C:16]([CH:20]([C:22]2[CH:27]=[CH:26][N:25]=[CH:24][C:23]=2[F:28])[NH2:21])[CH:17]=[CH:18][CH:19]=1. The catalyst is ClCCl. The product is [Br:13][C:14]1[CH:15]=[C:16]([CH:20]([N:21]=[C:1]=[S:2])[C:22]2[CH:27]=[CH:26][N:25]=[CH:24][C:23]=2[F:28])[CH:17]=[CH:18][CH:19]=1. The yield is 1.00. (3) The reactants are [Br:1][C:2]1[CH:3]=[C:4]([C:8]([O:10][CH3:11])=[O:9])[O:5][C:6]=1Br.C([Mg]Cl)(C)C.O. The catalyst is O1CCCC1. The product is [Br:1][C:2]1[CH:3]=[C:4]([C:8]([O:10][CH3:11])=[O:9])[O:5][CH:6]=1. The yield is 0.580. (4) The reactants are [CH:1]1[CH:6]=[CH:5][C:4]([CH2:7][C@H:8]([NH2:12])[C:9]([OH:11])=[O:10])=[CH:3][CH:2]=1.[C:13](Cl)(=[O:15])[CH3:14]. The catalyst is [OH-].[Na+].C([O-])([O-])=O.[Na+].[Na+]. The product is [C:13]([NH:12][C@@H:8]([CH:7]([C:1]1[CH:6]=[CH:5][CH:4]=[CH:3][CH:2]=1)[C:4]1[CH:3]=[CH:2][CH:1]=[CH:6][CH:5]=1)[C:9]([OH:11])=[O:10])(=[O:15])[CH3:14]. The yield is 0.600. (5) The reactants are [C:1]1([OH:9])[CH:6]=[C:5]([OH:7])[CH:4]=[C:3]([OH:8])[CH:2]=1.C(=O)([O-])[O-].[K+].[K+].Br[CH2:17][CH2:18][CH3:19]. The catalyst is CN(C=O)C.O. The product is [CH2:17]([O:7][C:5]1[CH:6]=[C:1]([OH:9])[CH:2]=[C:3]([OH:8])[CH:4]=1)[CH2:18][CH3:19]. The yield is 0.140. (6) The reactants are [C:1]([O:5][C:6](=[O:30])[NH:7][CH2:8][CH2:9][CH2:10][C:11](=[N:18][NH:19][C:20](=[O:29])[C:21]1[CH:26]=[C:25]([F:27])[CH:24]=[CH:23][C:22]=1[F:28])[C:12]1[CH:17]=[CH:16][CH:15]=[CH:14][CH:13]=1)([CH3:4])([CH3:3])[CH3:2].[C:31](O[C:31](=[O:35])[CH:32]([CH3:34])[CH3:33])(=[O:35])[CH:32]([CH3:34])[CH3:33]. The catalyst is ClCCCl. The product is [C:1]([O:5][C:6](=[O:30])[NH:7][CH2:8][CH2:9][CH2:10][C:11]1([C:12]2[CH:17]=[CH:16][CH:15]=[CH:14][CH:13]=2)[N:18]([C:31](=[O:35])[CH:32]([CH3:34])[CH3:33])[N:19]=[C:20]([C:21]2[CH:26]=[C:25]([F:27])[CH:24]=[CH:23][C:22]=2[F:28])[O:29]1)([CH3:4])([CH3:2])[CH3:3]. The yield is 0.410. (7) The reactants are [CH3:1][O:2][C:3]1[CH:12]=[C:11]([O:13][CH3:14])[CH:10]=[C:9]2[C:4]=1[CH2:5][C:6](=O)[C@@H:7]([C:15]1[CH:20]=[CH:19][C:18]([O:21][CH3:22])=[C:17]([O:23][CH3:24])[CH:16]=1)[O:8]2.COC1C=C(OC)C=C2C=1C[C@H](O)[C@@H](C1C=CC(OC)=C(OC)C=1)O2.[Sn](Cl)(Cl)(Cl)Cl. The catalyst is ClCCl. The product is [CH3:1][O:2][C:3]1[CH:12]=[C:11]([O:13][CH3:14])[CH:10]=[C:9]2[C:4]=1[CH:5]=[CH:6][CH:7]([C:15]1[CH:20]=[CH:19][C:18]([O:21][CH3:22])=[C:17]([O:23][CH3:24])[CH:16]=1)[O:8]2. The yield is 0.100. (8) The reactants are Cl[C:2]1[C:3]2[N:4]([CH:10]=[CH:11][CH:12]=2)[N:5]=[CH:6][C:7]=1[C:8]#[N:9].[Cl:13][C:14]1[CH:19]=[CH:18][CH:17]=[CH:16][C:15]=1[CH:20]([N:23]1[CH2:28][CH2:27][N:26]([CH3:29])[CH2:25][CH2:24]1)[CH2:21][NH2:22].CCN(C(C)C)C(C)C. The catalyst is CN(C=O)C. The product is [Cl:13][C:14]1[CH:19]=[CH:18][CH:17]=[CH:16][C:15]=1[CH:20]([N:23]1[CH2:28][CH2:27][N:26]([CH3:29])[CH2:25][CH2:24]1)[CH2:21][NH:22][C:2]1[C:3]2[N:4]([CH:10]=[CH:11][CH:12]=2)[N:5]=[CH:6][C:7]=1[C:8]#[N:9]. The yield is 0.930.